The task is: Predict the product of the given reaction.. This data is from Forward reaction prediction with 1.9M reactions from USPTO patents (1976-2016). (1) Given the reactants [CH2:1]([O:3][C:4]([C:6]1[NH:7][C:8]2[C:13]([CH:14]=1)=[CH:12][C:11]([F:15])=[CH:10][C:9]=2[Br:16])=[O:5])[CH3:2].[C:17]([O:21][C:22]([N:24]1[CH2:28][C@H:27]([CH3:29])OS1(=O)=O)=[O:23])([CH3:20])([CH3:19])[CH3:18], predict the reaction product. The product is: [CH2:1]([O:3][C:4]([C:6]1[N:7]([C@H:27]([CH3:29])[CH2:28][NH:24][C:22]([O:21][C:17]([CH3:20])([CH3:19])[CH3:18])=[O:23])[C:8]2[C:13]([CH:14]=1)=[CH:12][C:11]([F:15])=[CH:10][C:9]=2[Br:16])=[O:5])[CH3:2]. (2) Given the reactants [O:1]1[CH:5]=[CH:4][CH:3]=[C:2]1[CH2:6][CH2:7][C:8]1[CH:13]=[CH:12][C:11]([CH2:14][OH:15])=[CH:10][CH:9]=1, predict the reaction product. The product is: [O:1]1[CH:5]=[CH:4][CH:3]=[C:2]1[CH2:6][CH2:7][C:8]1[CH:9]=[CH:10][C:11]([CH:14]=[O:15])=[CH:12][CH:13]=1. (3) Given the reactants Br[C:2]1[S:6][C:5]([CH:7]=[O:8])=[CH:4][C:3]=1[C:9]1[C:10]([F:15])=[N:11][CH:12]=[CH:13][CH:14]=1.N1C=CC=CC=1.[CH3:22][N:23]1[CH:27]=[C:26]([S:28]([O-:30])=[O:29])[CH:25]=[N:24]1.[Na+].O, predict the reaction product. The product is: [F:15][C:10]1[C:9]([C:3]2[CH:4]=[C:5]([CH:7]=[O:8])[S:6][C:2]=2[S:28]([C:26]2[CH:25]=[N:24][N:23]([CH3:22])[CH:27]=2)(=[O:30])=[O:29])=[CH:14][CH:13]=[CH:12][N:11]=1. (4) Given the reactants [N+:1]([O-:4])([OH:3])=[O:2].[OH:5][C:6]1[CH:11]=[CH:10][CH:9]=[CH:8][C:7]=1[C:12](=[O:16])[CH:13]([CH3:15])[CH3:14].CCCCCCC.C(OCC)(=O)C, predict the reaction product. The product is: [OH:5][C:6]1[CH:11]=[CH:10][C:9]([N+:1]([O-:4])=[O:2])=[CH:8][C:7]=1[C:12](=[O:16])[CH:13]([CH3:14])[CH3:15].[OH:5][C:6]1[C:11]([N+:1]([O-:3])=[O:2])=[CH:10][CH:9]=[CH:8][C:7]=1[C:12](=[O:16])[CH:13]([CH3:14])[CH3:15]. (5) Given the reactants [CH:1]1([O:6][C:7]2[CH:41]=[CH:40][C:10]([C:11]([C:13]3[CH:33]=[CH:32][C:16]([O:17][CH2:18][C:19]4[C:23]5[CH:24]=[CH:25][CH:26]=[C:27]([C:28]([O:30]C)=[O:29])[C:22]=5[S:21][CH:20]=4)=[C:15]([CH2:34][CH2:35][C:36]([O:38]C)=[O:37])[CH:14]=3)=[O:12])=[C:9]([OH:42])[CH:8]=2)[CH2:5][CH2:4][CH2:3][CH2:2]1.O.Cl.C(Cl)(Cl)Cl, predict the reaction product. The product is: [C:36]([CH2:35][CH2:34][C:15]1[CH:14]=[C:13]([C:11](=[O:12])[C:10]2[CH:40]=[CH:41][C:7]([O:6][CH:1]3[CH2:5][CH2:4][CH2:3][CH2:2]3)=[CH:8][C:9]=2[OH:42])[CH:33]=[CH:32][C:16]=1[O:17][CH2:18][C:19]1[C:23]2[CH:24]=[CH:25][CH:26]=[C:27]([C:28]([OH:30])=[O:29])[C:22]=2[S:21][CH:20]=1)([OH:38])=[O:37]. (6) Given the reactants [Cl:1][C:2]1[CH:7]=[CH:6][C:5]([C:8]2[C:12]3[CH2:13][N:14]([S:17]([CH3:20])(=[O:19])=[O:18])[CH2:15][CH2:16][C:11]=3[N:10]([CH2:21][CH2:22][CH2:23][N:24]3[CH2:29][CH2:28][O:27][CH2:26][CH2:25]3)[N:9]=2)=[CH:4][C:3]=1[C:30]#[CH:31].ClC1C=CC(C2C3CN(S(C)(=O)=O)CCC=3N(CCCN3CCOCC3)N=2)=CC=1C#C[Si](C)(C)C.[F-].C([N+:72]([CH2:81][CH2:82][CH2:83][CH3:84])([CH2:77][CH2:78][CH2:79][CH3:80])CCCC)CCC, predict the reaction product. The product is: [Cl:1][C:2]1[CH:7]=[CH:6][C:5]([C:8]2[C:12]3[CH2:13][N:14]([S:17]([CH3:20])(=[O:19])=[O:18])[CH2:15][CH2:16][C:11]=3[N:10]([CH2:21][CH2:22][CH2:23][N:24]3[CH2:25][CH2:26][O:27][CH2:28][CH2:29]3)[N:9]=2)=[CH:4][C:3]=1[C:30]#[C:31][C:80]1[CH:84]=[C:83]2[C:77](=[CH:78][CH:79]=1)[NH:72][CH:81]=[CH:82]2.